From a dataset of NCI-60 drug combinations with 297,098 pairs across 59 cell lines. Regression. Given two drug SMILES strings and cell line genomic features, predict the synergy score measuring deviation from expected non-interaction effect. (1) Drug 1: C1=NC2=C(N1)C(=S)N=C(N2)N. Drug 2: C1=CN(C(=O)N=C1N)C2C(C(C(O2)CO)O)O.Cl. Cell line: DU-145. Synergy scores: CSS=41.9, Synergy_ZIP=-7.35, Synergy_Bliss=-7.39, Synergy_Loewe=-4.68, Synergy_HSA=-1.97. (2) Drug 1: CC1CCC2CC(C(=CC=CC=CC(CC(C(=O)C(C(C(=CC(C(=O)CC(OC(=O)C3CCCCN3C(=O)C(=O)C1(O2)O)C(C)CC4CCC(C(C4)OC)OCCO)C)C)O)OC)C)C)C)OC. Drug 2: CCN(CC)CCCC(C)NC1=C2C=C(C=CC2=NC3=C1C=CC(=C3)Cl)OC. Cell line: HCC-2998. Synergy scores: CSS=30.9, Synergy_ZIP=-7.06, Synergy_Bliss=2.81, Synergy_Loewe=-4.85, Synergy_HSA=0.239. (3) Drug 1: CN(C)C1=NC(=NC(=N1)N(C)C)N(C)C. Drug 2: CC12CCC3C(C1CCC2OP(=O)(O)O)CCC4=C3C=CC(=C4)OC(=O)N(CCCl)CCCl.[Na+]. Cell line: HT29. Synergy scores: CSS=-13.3, Synergy_ZIP=1.68, Synergy_Bliss=-5.93, Synergy_Loewe=-12.9, Synergy_HSA=-12.0.